From a dataset of Retrosynthesis with 50K atom-mapped reactions and 10 reaction types from USPTO. Predict the reactants needed to synthesize the given product. (1) Given the product O=C(C1CCN(c2ccc(Cl)c(-c3nc4ccccc4[nH]3)c2)CC1)N1CCNCC1, predict the reactants needed to synthesize it. The reactants are: CC(C)(C)OC(=O)N1CCN(C(=O)C2CCN(c3ccc(Cl)c(-c4nc5ccccc5[nH]4)c3)CC2)CC1. (2) Given the product COC(=O)C1Cc2cc(Nc3ncc(F)c(Nc4ccc(OC(F)(F)F)c(Cl)c4)n3)ccc2O1, predict the reactants needed to synthesize it. The reactants are: COC(=O)C1Cc2cc(N)ccc2O1.Fc1cnc(Cl)nc1Nc1ccc(OC(F)(F)F)c(Cl)c1. (3) The reactants are: C1COCCN1.O=[N+]([O-])c1cnc(Cl)nc1. Given the product O=[N+]([O-])c1cnc(N2CCOCC2)nc1, predict the reactants needed to synthesize it. (4) Given the product CCSCC(=O)Nc1ccc(C(=O)O)cc1, predict the reactants needed to synthesize it. The reactants are: CCI.O=C(CS)Nc1ccc(C(=O)O)cc1. (5) Given the product O=C(OCc1ccccc1)N1Cc2ccc(CO)cc2C1, predict the reactants needed to synthesize it. The reactants are: O=C(Cl)OCc1ccccc1.OCc1ccc2c(c1)CNC2.